From a dataset of Reaction yield outcomes from USPTO patents with 853,638 reactions. Predict the reaction yield, written as a fraction of the theoretical maximum amount of product (1.0 means a 100% yield; for example, 0.34 means a 34% yield). (1) The reactants are [OH:1][C@H:2]1[CH2:6][N:5]([C:7]([O:9][C:10]([CH3:13])([CH3:12])[CH3:11])=[O:8])[C@H:4]([C:14]([O:16][CH3:17])=[O:15])[CH2:3]1.O[N:19]1C(=O)C2C(=CC=CC=2)C1=O.C1(P(C2C=CC=CC=2)C2C=CC=CC=2)C=CC=CC=1.CC(OC(/N=N/C(OC(C)C)=O)=O)C.N#N.O.NN. The catalyst is C(Cl)Cl. The product is [NH2:19][O:1][C@H:2]1[CH2:6][N:5]([C:7]([O:9][C:10]([CH3:11])([CH3:12])[CH3:13])=[O:8])[C@H:4]([C:14]([O:16][CH3:17])=[O:15])[CH2:3]1. The yield is 0.530. (2) The reactants are [N+:1]([C:4]1[CH:5]=[C:6]2[C:10](=[CH:11][CH:12]=1)[NH:9][NH:8][C:7]2=[O:13])([O-:3])=[O:2].C(Br)C=C.C(N1[C:29]2[C:24](=[CH:25][C:26]([N+]([O-])=O)=[CH:27][CH:28]=2)[C:23](=O)N1)C=C. No catalyst specified. The product is [CH2:23]([N:9]1[C:10]2[C:6](=[CH:5][C:4]([N+:1]([O-:3])=[O:2])=[CH:12][CH:11]=2)[C:7](=[O:13])[NH:8]1)[C:24]1[CH:29]=[CH:28][CH:27]=[CH:26][CH:25]=1. The yield is 0.670. (3) The reactants are [CH:1]1([O:6][C:7]2[CH:8]=[C:9]([CH2:12][C:13]3[CH:18]=[CH:17][C:16]([N+:19]([O-])=O)=[CH:15][CH:14]=3)[S:10][CH:11]=2)[CH2:5][CH2:4][CH2:3][CH2:2]1.O.[Sn](Cl)Cl.C(=O)(O)[O-].[Na+].C(OCC)(=O)C. The catalyst is C(O)C. The product is [CH:1]1([O:6][C:7]2[CH:8]=[C:9]([CH2:12][C:13]3[CH:14]=[CH:15][C:16]([NH2:19])=[CH:17][CH:18]=3)[S:10][CH:11]=2)[CH2:2][CH2:3][CH2:4][CH2:5]1. The yield is 0.410. (4) The reactants are [CH3:1][N:2]([CH3:14])[C@H:3]([C:11]([OH:13])=O)[CH2:4][C:5]1[CH:10]=[CH:9][CH:8]=[CH:7][CH:6]=1.[CH2:15]([NH2:29])[CH2:16][CH2:17][CH2:18][CH2:19][CH2:20][CH2:21][CH2:22][CH2:23][CH2:24][CH2:25][CH2:26][CH2:27][CH3:28].C1(N=C=NC2CCCCC2)CCCCC1.O.ON1C2C=CC=CC=2N=N1. The catalyst is ClCCl. The product is [CH3:14][N:2]([CH3:1])[C@@H:3]([CH2:4][C:5]1[CH:6]=[CH:7][CH:8]=[CH:9][CH:10]=1)[C:11]([NH:29][CH2:15][CH2:16][CH2:17][CH2:18][CH2:19][CH2:20][CH2:21][CH2:22][CH2:23][CH2:24][CH2:25][CH2:26][CH2:27][CH3:28])=[O:13]. The yield is 0.850. (5) The reactants are F[P-](F)(F)(F)(F)F.N1(O[P+](N(C)C)(N(C)C)N(C)C)C2C=CC=CC=2N=N1.[Cl:28][C:29]1[CH:30]=[C:31]2[C:35](=[CH:36][CH:37]=1)[NH:34][C:33]([C:38]([OH:40])=O)=[C:32]2[S:41]([C:44]1[CH:49]=[C:48]([CH3:50])[CH:47]=[C:46]([CH3:51])[CH:45]=1)(=[O:43])=[O:42].[CH3:52][N:53]1[CH2:58][CH2:57][NH:56][CH2:55][CH2:54]1.C(N(CC)CC)C. The catalyst is CN(C=O)C.O. The product is [Cl:28][C:29]1[CH:30]=[C:31]2[C:35](=[CH:36][CH:37]=1)[NH:34][C:33]([C:38]([N:56]1[CH2:57][CH2:58][N:53]([CH3:52])[CH2:54][CH2:55]1)=[O:40])=[C:32]2[S:41]([C:44]1[CH:45]=[C:46]([CH3:51])[CH:47]=[C:48]([CH3:50])[CH:49]=1)(=[O:42])=[O:43]. The yield is 0.980. (6) The reactants are [Cl:1][C:2]1[CH:10]=[C:9]2[C:5]([C:6]([CH:11]=[O:12])=[CH:7][NH:8]2)=[CH:4][C:3]=1[C:13]1[CH:18]=[CH:17][C:16]([C:19]2([C:23]([OH:25])=[O:24])[CH2:22][CH2:21][CH2:20]2)=[CH:15][CH:14]=1.CC(=CC)C.Cl([O-])=[O:32].[Na+].OP([O-])(O)=O.[Na+]. The catalyst is C(#N)C.C(O)(C)(C)C.O. The product is [C:23]([C:19]1([C:16]2[CH:17]=[CH:18][C:13]([C:3]3[CH:4]=[C:5]4[C:9](=[CH:10][C:2]=3[Cl:1])[NH:8][CH:7]=[C:6]4[C:11]([OH:32])=[O:12])=[CH:14][CH:15]=2)[CH2:22][CH2:21][CH2:20]1)([OH:25])=[O:24]. The yield is 0.270.